Task: Predict the product of the given reaction.. Dataset: Forward reaction prediction with 1.9M reactions from USPTO patents (1976-2016) (1) Given the reactants C[O:2][C:3](=[O:32])[C@@H:4]([NH:7][C:8]([C:10]1[O:14][N:13]=[C:12]([C:15]2[CH:20]=[CH:19][C:18]([NH:21][C:22]3[S:23][C:24]4[CH:30]=[C:29]([F:31])[CH:28]=[CH:27][C:25]=4[N:26]=3)=[CH:17][CH:16]=2)[CH:11]=1)=[O:9])[CH2:5][OH:6], predict the reaction product. The product is: [F:31][C:29]1[CH:28]=[CH:27][C:25]2[N:26]=[C:22]([NH:21][C:18]3[CH:19]=[CH:20][C:15]([C:12]4[CH:11]=[C:10]([C:8]([NH:7][C@@H:4]([CH2:5][OH:6])[C:3]([OH:32])=[O:2])=[O:9])[O:14][N:13]=4)=[CH:16][CH:17]=3)[S:23][C:24]=2[CH:30]=1. (2) The product is: [CH2:28]([C:10]1[C:9]([Br:11])=[CH:8][C:7]([CH2:12][C:13]2[CH:14]=[CH:15][C:16]([O:19][CH3:20])=[CH:17][CH:18]=2)=[C:6]([Cl:21])[C:5]=1[OH:4])[CH:27]=[CH2:32]. Given the reactants C([O:4][C:5]1[CH:10]=[C:9]([Br:11])[CH:8]=[C:7]([CH2:12][C:13]2[CH:18]=[CH:17][C:16]([O:19][CH3:20])=[CH:15][CH:14]=2)[C:6]=1[Cl:21])C=C.CCN([C:27]1[CH:28]=CC=C[CH:32]=1)CC, predict the reaction product. (3) Given the reactants [CH:1]1[C:13]2[CH:12]([CH2:14][O:15][C:16]([N:18]3[CH2:23][C:22]4([CH2:28][CH2:27][N:26](CC5C=CC=CC=5)[CH2:25][CH2:24]4)[O:21][CH2:20][CH2:19]3)=[O:17])[C:11]3[C:6](=[CH:7][CH:8]=[CH:9][CH:10]=3)[C:5]=2[CH:4]=[CH:3][CH:2]=1, predict the reaction product. The product is: [CH:10]1[C:11]2[CH:12]([CH2:14][O:15][C:16]([N:18]3[CH2:23][C:22]4([CH2:28][CH2:27][NH:26][CH2:25][CH2:24]4)[O:21][CH2:20][CH2:19]3)=[O:17])[C:13]3[C:5](=[CH:4][CH:3]=[CH:2][CH:1]=3)[C:6]=2[CH:7]=[CH:8][CH:9]=1.